From a dataset of Full USPTO retrosynthesis dataset with 1.9M reactions from patents (1976-2016). Predict the reactants needed to synthesize the given product. (1) Given the product [CH:1]12[N:8]([C:9]([C:11]3[S:12][C:13]([C:34]4[CH:35]=[CH:36][C:31]([S:28]([NH2:27])(=[O:30])=[O:29])=[CH:32][CH:33]=4)=[C:14]([C:16]4[CH:21]=[CH:20][C:19]([Cl:22])=[CH:18][CH:17]=4)[N:15]=3)=[O:10])[CH:5]([CH2:6][CH2:7]1)[CH2:4][O:3][CH2:2]2, predict the reactants needed to synthesize it. The reactants are: [CH:1]12[N:8]([C:9]([C:11]3[S:12][C:13](Br)=[C:14]([C:16]4[CH:21]=[CH:20][C:19]([Cl:22])=[CH:18][CH:17]=4)[N:15]=3)=[O:10])[CH:5]([CH2:6][CH2:7]1)[CH2:4][O:3][CH2:2]2.C(O)C.[NH2:27][S:28]([C:31]1[CH:36]=[CH:35][C:34](B(O)O)=[CH:33][CH:32]=1)(=[O:30])=[O:29].C(=O)([O-])[O-].[K+].[K+]. (2) The reactants are: Cl[C:2]1[C:7]([C:8]#[N:9])=[C:6]([NH:10][CH2:11][CH2:12][OH:13])[N:5]=[C:4]([NH:14][CH2:15][C:16]2[CH:17]=[N:18][CH:19]=[CH:20][CH:21]=2)[N:3]=1.[F:22][C:23]1[CH:28]=[CH:27][C:26]([N:29]2[CH2:34][CH2:33][NH:32][CH2:31][CH2:30]2)=[CH:25][CH:24]=1.C(N(C(C)C)C(C)C)C. Given the product [F:22][C:23]1[CH:24]=[CH:25][C:26]([N:29]2[CH2:34][CH2:33][N:32]([C:2]3[C:7]([C:8]#[N:9])=[C:6]([NH:10][CH2:11][CH2:12][OH:13])[N:5]=[C:4]([NH:14][CH2:15][C:16]4[CH:17]=[N:18][CH:19]=[CH:20][CH:21]=4)[N:3]=3)[CH2:31][CH2:30]2)=[CH:27][CH:28]=1, predict the reactants needed to synthesize it. (3) Given the product [CH3:19][C:15]1[CH:16]=[C:17]([N:22]2[CH2:26][CH2:25][CH2:24][CH2:23]2)[N:12]2[N:11]=[C:10]([C:7]3[CH:8]=[CH:9][C:4]([C:3]([OH:2])=[O:21])=[CH:5][CH:6]=3)[CH:20]=[C:13]2[N:14]=1, predict the reactants needed to synthesize it. The reactants are: C[O:2][C:3](=[O:21])[C:4]1[CH:9]=[CH:8][C:7]([C:10]2[CH:20]=[C:13]3[N:14]=[C:15]([CH3:19])[CH:16]=[C:17](Cl)[N:12]3[N:11]=2)=[CH:6][CH:5]=1.[NH:22]1[CH2:26][CH2:25][CH2:24][CH2:23]1.